Dataset: Forward reaction prediction with 1.9M reactions from USPTO patents (1976-2016). Task: Predict the product of the given reaction. (1) Given the reactants C(O)(=O)C.[CH3:5][O:6][C:7]([C:9]1[N:10]=[CH:11][C:12]([CH:21]=O)=[C:13]2[CH2:18][O:17][C:16]([CH3:20])([CH3:19])[O:15][C:14]=12)=[O:8].[F:23][C:24]1[CH:30]=[CH:29][C:27]([NH2:28])=[CH:26][CH:25]=1.C([BH3-])#N.[Na+], predict the reaction product. The product is: [F:23][C:24]1[CH:30]=[CH:29][C:27]([NH:28][CH2:21][C:12]2[CH:11]=[N:10][C:9]([C:7]([O:6][CH3:5])=[O:8])=[C:14]3[O:15][C:16]([CH3:19])([CH3:20])[O:17][CH2:18][C:13]=23)=[CH:26][CH:25]=1. (2) Given the reactants [BH3-]C#[N:3].[Na+].[C:5]([C:8]1[CH:22]=[CH:21][C:11]([C:12]([NH:14][C:15]2[CH:16]=[N:17][CH:18]=[CH:19][CH:20]=2)=[O:13])=[CH:10][CH:9]=1)(=O)[CH3:6], predict the reaction product. The product is: [NH2:3][CH:5]([C:8]1[CH:22]=[CH:21][C:11]([C:12]([NH:14][C:15]2[CH:16]=[N:17][CH:18]=[CH:19][CH:20]=2)=[O:13])=[CH:10][CH:9]=1)[CH3:6].